Dataset: Reaction yield outcomes from USPTO patents with 853,638 reactions. Task: Predict the reaction yield, written as a fraction of the theoretical maximum amount of product (1.0 means a 100% yield; for example, 0.34 means a 34% yield). (1) The reactants are [CH:1]([O:4][C:5]1[CH:10]=[CH:9][C:8]([C:11]2[CH:16]=[CH:15][CH:14]=[C:13]([CH:17]3[C:26]([CH3:28])([CH3:27])[CH2:25][C:24]4[C:19](=[CH:20][CH:21]=[C:22]([C:29](O)=[O:30])[CH:23]=4)[NH:18]3)[CH:12]=2)=[CH:7][CH:6]=1)([CH3:3])[CH3:2].[CH:32]1([S:35]([NH2:38])(=[O:37])=[O:36])[CH2:34][CH2:33]1. The catalyst is CN(C)C1C=CN=CC=1.ClCCl. The product is [CH:1]([O:4][C:5]1[CH:6]=[CH:7][C:8]([C:11]2[CH:16]=[CH:15][CH:14]=[C:13]([CH:17]3[C:26]([CH3:27])([CH3:28])[CH2:25][C:24]4[C:19](=[CH:20][CH:21]=[C:22]([C:29]([NH:38][S:35]([CH:32]5[CH2:34][CH2:33]5)(=[O:37])=[O:36])=[O:30])[CH:23]=4)[NH:18]3)[CH:12]=2)=[CH:9][CH:10]=1)([CH3:2])[CH3:3]. The yield is 0.220. (2) The reactants are [O:1]=[C:2]1[C:7]([CH2:8][C:9]2[CH:14]=[CH:13][C:12]([C:15]3[C:16]([C:21]#[N:22])=[CH:17][CH:18]=[CH:19][CH:20]=3)=[CH:11][CH:10]=2)=[C:6]([CH2:23][CH2:24][CH3:25])[N:5]2[N:26]=[CH:27][N:28]=[C:4]2[N:3]1[C@H:29]1[CH2:34][CH2:33][C@H:32]([O:35][CH2:36][C:37](=[O:40])[CH:38]=[CH2:39])[CH2:31][CH2:30]1.[Cl-].[Ce+3].[Cl-].[Cl-].[BH4-].[Na+].[Cl-].[NH4+]. The catalyst is CO.O1CCCC1. The product is [OH:40][CH:37]([CH:38]=[CH2:39])[CH2:36][O:35][C@H:32]1[CH2:33][CH2:34][C@H:29]([N:3]2[C:2](=[O:1])[C:7]([CH2:8][C:9]3[CH:14]=[CH:13][C:12]([C:15]4[C:16]([C:21]#[N:22])=[CH:17][CH:18]=[CH:19][CH:20]=4)=[CH:11][CH:10]=3)=[C:6]([CH2:23][CH2:24][CH3:25])[N:5]3[N:26]=[CH:27][N:28]=[C:4]23)[CH2:30][CH2:31]1. The yield is 0.160. (3) The reactants are O=C1C2NC(C(OC)=O)=CC=2CC1.ClC1C=C([Mg]Br)C=CC=1.[Cl:23][C:24]1[CH:25]=[C:26]([C:30]2(O)[C:34]3[NH:35][C:36]([C:38]([O:40][CH3:41])=[O:39])=[CH:37][C:33]=3[CH2:32][CH2:31]2)[CH:27]=[CH:28][CH:29]=1. The catalyst is CO. The product is [Cl:23][C:24]1[CH:25]=[C:26]([CH:30]2[C:34]3[NH:35][C:36]([C:38]([O:40][CH3:41])=[O:39])=[CH:37][C:33]=3[CH2:32][CH2:31]2)[CH:27]=[CH:28][CH:29]=1. The yield is 0.290. (4) The reactants are O[C:2]1([CH3:11])[CH2:5][CH:4]([C:6]([O:8][CH2:9][CH3:10])=[O:7])[CH2:3]1.CCN(S(F)(F)[F:18])CC. The catalyst is C(Cl)Cl. The product is [F:18][C:2]1([CH3:11])[CH2:5][CH:4]([C:6]([O:8][CH2:9][CH3:10])=[O:7])[CH2:3]1. The yield is 0.400. (5) The reactants are [C:1]1([C:11]2[CH:16]=[CH:15][CH:14]=[CH:13][CH:12]=2)[CH:6]=[CH:5][CH:4]=[C:3]([S:7](Cl)(=[O:9])=[O:8])[CH:2]=1.[CH3:17][O:18][C:19]1[CH:20]=[C:21]([CH:23]=[C:24]([O:28][CH3:29])[C:25]=1[O:26][CH3:27])[NH2:22].C(N(CC)CC)C.O. The catalyst is CN(C=O)C. The product is [CH3:29][O:28][C:24]1[CH:23]=[C:21]([NH:22][S:7]([C:3]2[CH:2]=[C:1]([C:11]3[CH:16]=[CH:15][CH:14]=[CH:13][CH:12]=3)[CH:6]=[CH:5][CH:4]=2)(=[O:9])=[O:8])[CH:20]=[C:19]([O:18][CH3:17])[C:25]=1[O:26][CH3:27]. The yield is 0.917.